Dataset: Full USPTO retrosynthesis dataset with 1.9M reactions from patents (1976-2016). Task: Predict the reactants needed to synthesize the given product. (1) Given the product [N:25]1([C:31]2[CH:32]=[C:33]([CH:37]=[C:38]([N+:40]([O-:42])=[O:41])[CH:39]=2)[C:34]([NH2:2])=[O:35])[CH2:30][CH2:29][O:28][CH2:27][CH2:26]1, predict the reactants needed to synthesize it. The reactants are: C[N:2](C(ON1N=NC2C=CC=NC1=2)=[N+](C)C)C.F[P-](F)(F)(F)(F)F.[N:25]1([C:31]2[CH:32]=[C:33]([CH:37]=[C:38]([N+:40]([O-:42])=[O:41])[CH:39]=2)[C:34](O)=[O:35])[CH2:30][CH2:29][O:28][CH2:27][CH2:26]1.[Cl-].[NH4+].CCN(C(C)C)C(C)C. (2) Given the product [C:1]([C:3]1([NH:6][C:7]([C@@H:9]2[CH2:13][CH2:12][C@@H:11]([S:14]([C:17]3[CH:22]=[CH:21][C:20]([N:30]4[CH2:31][CH2:32][N:27]([CH2:25][CH3:26])[CH2:28][CH2:29]4)=[CH:19][C:18]=3[Cl:24])(=[O:16])=[O:15])[CH2:10]2)=[O:8])[CH2:5][CH2:4]1)#[N:2], predict the reactants needed to synthesize it. The reactants are: [C:1]([C:3]1([NH:6][C:7]([CH:9]2[CH2:13][CH2:12][CH:11]([S:14]([C:17]3[CH:22]=[CH:21][C:20](F)=[CH:19][C:18]=3[Cl:24])(=[O:16])=[O:15])[CH2:10]2)=[O:8])[CH2:5][CH2:4]1)#[N:2].[CH2:25]([N:27]1[CH2:32][CH2:31][NH:30][CH2:29][CH2:28]1)[CH3:26].